Dataset: CYP3A4 substrate classification data from Carbon-Mangels et al.. Task: Regression/Classification. Given a drug SMILES string, predict its absorption, distribution, metabolism, or excretion properties. Task type varies by dataset: regression for continuous measurements (e.g., permeability, clearance, half-life) or binary classification for categorical outcomes (e.g., BBB penetration, CYP inhibition). Dataset: cyp3a4_substrate_carbonmangels. (1) The drug is O=C1CC2(CCCC2)CC(=O)N1CCCCN1CCN(c2ncccn2)CC1. The result is 1 (substrate). (2) The compound is Cc1cccc(C)c1NC(=O)CC12CCCN1CCC2. The result is 0 (non-substrate). (3) The drug is CCCCC/N=C(\N)N/N=C\c1c[nH]c2ccc(CO)cc12. The result is 0 (non-substrate).